Dataset: Forward reaction prediction with 1.9M reactions from USPTO patents (1976-2016). Task: Predict the product of the given reaction. (1) The product is: [NH2:26][C:23]1[CH:22]=[CH:21][C:20]([N:17]2[CH2:16][CH2:15][N:14]([S:11]([C:2]3[CH:3]=[CH:4][C:5]4[C:10](=[CH:9][CH:8]=[CH:7][CH:6]=4)[CH:1]=3)(=[O:13])=[O:12])[CH2:19][CH2:18]2)=[CH:25][CH:24]=1. Given the reactants [CH:1]1[C:10]2[C:5](=[CH:6][CH:7]=[CH:8][CH:9]=2)[CH:4]=[CH:3][C:2]=1[S:11]([N:14]1[CH2:19][CH2:18][N:17]([C:20]2[CH:25]=[CH:24][C:23]([N+:26]([O-])=O)=[CH:22][CH:21]=2)[CH2:16][CH2:15]1)(=[O:13])=[O:12].S1C=CC=C1, predict the reaction product. (2) The product is: [NH2:1][C:2]1[CH:10]=[CH:9][CH:8]=[C:7]([F:11])[C:3]=1[CH2:4][OH:5]. Given the reactants [NH2:1][C:2]1[CH:10]=[CH:9][CH:8]=[C:7]([F:11])[C:3]=1[C:4](O)=[O:5].[H-].[Al+3].[Li+].[H-].[H-].[H-].[Cl-].[NH4+], predict the reaction product.